Dataset: Reaction yield outcomes from USPTO patents with 853,638 reactions. Task: Predict the reaction yield, written as a fraction of the theoretical maximum amount of product (1.0 means a 100% yield; for example, 0.34 means a 34% yield). (1) The product is [C:1]([NH:5][C:6]1[N:14]=[C:13]([Cl:15])[CH:12]=[CH:11][C:7]=1[C:8]#[N:10])([CH3:4])([CH3:2])[CH3:3]. The reactants are [C:1]([NH:5][C:6]1[N:14]=[C:13]([Cl:15])[CH:12]=[CH:11][C:7]=1[C:8]([NH2:10])=O)([CH3:4])([CH3:3])[CH3:2].N1C=CC=CC=1.O=P(Cl)(Cl)Cl.[OH-].[Na+]. The catalyst is C(#N)C. The yield is 0.800. (2) The reactants are Br[C:2]1[CH:7]=[CH:6][CH:5]=[CH:4][C:3]=1[CH2:8][C:9]([CH:11]1[CH2:16][CH2:15][N:14]([CH2:17][C:18]2[C:23]([O:24][C:25]([CH3:28])([CH3:27])[CH3:26])=[N:22][CH:21]=[CH:20][N:19]=2)[CH2:13][CH2:12]1)=[O:10].[OH-].[Na+].C(OCC)(=O)C.[CH3:37][N:38](C)C=O. The catalyst is [C-]#N.[Zn+2].[C-]#N.C1C=CC([P]([Pd]([P](C2C=CC=CC=2)(C2C=CC=CC=2)C2C=CC=CC=2)([P](C2C=CC=CC=2)(C2C=CC=CC=2)C2C=CC=CC=2)[P](C2C=CC=CC=2)(C2C=CC=CC=2)C2C=CC=CC=2)(C2C=CC=CC=2)C2C=CC=CC=2)=CC=1. The product is [C:25]([O:24][C:23]1[C:18]([CH2:17][N:14]2[CH2:15][CH2:16][CH:11]([C:9](=[O:10])[CH2:8][C:3]3[CH:4]=[CH:5][CH:6]=[CH:7][C:2]=3[C:37]#[N:38])[CH2:12][CH2:13]2)=[N:19][CH:20]=[CH:21][N:22]=1)([CH3:28])([CH3:27])[CH3:26]. The yield is 0.340. (3) The reactants are [CH3:1][C:2]1[C:7]([CH:8]=[O:9])=[C:6]([C:10]2[CH:15]=[CH:14][C:13]([CH3:16])=[CH:12][CH:11]=2)[N:5]2[N:17]=[C:18]([C:20]3[CH:25]=[CH:24][CH:23]=[CH:22][CH:21]=3)[CH:19]=[C:4]2[N:3]=1.[Si]([C:30]#[N:31])(C)(C)C. The catalyst is C(Cl)Cl.[I-].[Zn+2].[I-]. The product is [OH:9][CH:8]([C:7]1[C:2]([CH3:1])=[N:3][C:4]2[N:5]([N:17]=[C:18]([C:20]3[CH:25]=[CH:24][CH:23]=[CH:22][CH:21]=3)[CH:19]=2)[C:6]=1[C:10]1[CH:11]=[CH:12][C:13]([CH3:16])=[CH:14][CH:15]=1)[C:30]#[N:31]. The yield is 0.462. (4) The yield is 0.700. The product is [O:11]1[CH:12]=[CH:13][CH:14]=[C:10]1[C:8]1[NH:27][C:25](=[O:26])[C:24]([C:22]#[N:23])=[CH:6][C:7]=1[C:15]1[CH:20]=[CH:19][N:18]=[CH:17][N:16]=1. The reactants are C[O-].[Na+].CN(C)/[CH:6]=[C:7](/[C:15]1[CH:20]=[CH:19][N:18]=[CH:17][N:16]=1)\[C:8]([C:10]1[O:11][CH:12]=[CH:13][CH:14]=1)=O.[C:22]([CH2:24][C:25]([NH2:27])=[O:26])#[N:23]. The catalyst is CN(C)C=O. (5) The yield is 0.330. The product is [F:1][C:2]1[CH:9]=[CH:8][C:5]([CH:6]=[O:7])=[C:23]([S:24]([CH3:26])(=[O:20])=[O:25])[CH:3]=1.[F:1][C:2]1[CH:9]=[CH:8][C:5]([CH:6]=[O:7])=[C:4]([S:10]([CH3:11])=[O:28])[CH:3]=1. The reactants are [F:1][C:2]1[CH:9]=[CH:8][C:5]([CH:6]=[O:7])=[C:4]([S:10][CH3:11])[CH:3]=1.ClC1C=CC=C(C(OO)=[O:20])C=1.[CH3:23][S:24]([CH3:26])=[O:25].C([O-])(O)=[O:28].[Na+]. The catalyst is C(Cl)Cl. (6) The reactants are [CH2:1]([O:8][C:9]([N:11]1[CH2:15][CH:14]([O:16][C:17](=[O:22])[C:18]([CH3:21])([CH3:20])[CH3:19])[CH2:13][NH:12]1)=[O:10])[C:2]1[CH:7]=[CH:6][CH:5]=[CH:4][CH:3]=1.C(N(CC)CC)C.[F:30][C:31]1[CH:36]=[CH:35][C:34]([CH2:37][C:38](O)=[O:39])=[CH:33][CH:32]=1.Cl.C(N=C=NCCCN(C)C)C. The catalyst is ClCCl. The product is [CH2:1]([O:8][C:9]([N:11]1[CH2:15][CH:14]([O:16][C:17](=[O:22])[C:18]([CH3:19])([CH3:21])[CH3:20])[CH2:13][N:12]1[C:38](=[O:39])[CH2:37][C:34]1[CH:35]=[CH:36][C:31]([F:30])=[CH:32][CH:33]=1)=[O:10])[C:2]1[CH:7]=[CH:6][CH:5]=[CH:4][CH:3]=1. The yield is 0.910. (7) The reactants are [CH:1]([N:14]1[CH2:17][CH:16]([N:18]2[C:26]3[C:21](=[CH:22][CH:23]=[C:24]([F:27])[CH:25]=3)[C:20]([C:28]3[N:29]=[C:30]4[C:36]([CH:37]=[O:38])=[CH:35][N:34]([CH2:39][O:40][CH2:41][CH2:42][Si:43]([CH3:46])([CH3:45])[CH3:44])[C:31]4=[N:32][CH:33]=3)=[N:19]2)[CH2:15]1)([C:8]1[CH:13]=[CH:12][CH:11]=[CH:10][CH:9]=1)[C:2]1[CH:7]=[CH:6][CH:5]=[CH:4][CH:3]=1.S(=O)(=O)([OH:49])N.[O-]Cl=O.[Na+].OP([O-])(O)=O.[K+]. The catalyst is O1CCOCC1.O. The product is [CH:1]([N:14]1[CH2:17][CH:16]([N:18]2[C:26]3[C:21](=[CH:22][CH:23]=[C:24]([F:27])[CH:25]=3)[C:20]([C:28]3[N:29]=[C:30]4[C:36]([C:37]([OH:49])=[O:38])=[CH:35][N:34]([CH2:39][O:40][CH2:41][CH2:42][Si:43]([CH3:46])([CH3:45])[CH3:44])[C:31]4=[N:32][CH:33]=3)=[N:19]2)[CH2:15]1)([C:8]1[CH:13]=[CH:12][CH:11]=[CH:10][CH:9]=1)[C:2]1[CH:7]=[CH:6][CH:5]=[CH:4][CH:3]=1. The yield is 0.260.